From a dataset of TCR-epitope binding with 47,182 pairs between 192 epitopes and 23,139 TCRs. Binary Classification. Given a T-cell receptor sequence (or CDR3 region) and an epitope sequence, predict whether binding occurs between them. (1) The epitope is GTITSGWTF. The TCR CDR3 sequence is CASSSGTITGETQYF. Result: 0 (the TCR does not bind to the epitope). (2) The epitope is LEPLVDLPI. The TCR CDR3 sequence is CASSLAGWGGNEQFF. Result: 1 (the TCR binds to the epitope). (3) The epitope is FLPRVFSAV. The TCR CDR3 sequence is CASSSGSPTGYEQYF. Result: 1 (the TCR binds to the epitope). (4) The epitope is KLGGALQAK. The TCR CDR3 sequence is CASSPGTGGMETQYF. Result: 0 (the TCR does not bind to the epitope). (5) The epitope is RPHERNGFTVL. The TCR CDR3 sequence is CASSLAHNQPQHF. Result: 0 (the TCR does not bind to the epitope). (6) The epitope is LLQTGIHVRVSQPSL. The TCR CDR3 sequence is CASSLDSRGAFF. Result: 0 (the TCR does not bind to the epitope).